This data is from Catalyst prediction with 721,799 reactions and 888 catalyst types from USPTO. The task is: Predict which catalyst facilitates the given reaction. (1) Reactant: [I:1][C:2]1[CH:11]=[CH:10][CH:9]=[C:8]2[C:3]=1[CH2:4][CH2:5][N:6]=[C:7]2[CH:12]([CH3:17])[C:13]([O:15][CH3:16])=[O:14].[BH3-]C#N.[Na+].N#N.[OH-].[Na+]. Product: [I:1][C:2]1[CH:11]=[CH:10][CH:9]=[C:8]2[C:3]=1[CH2:4][CH2:5][NH:6][CH:7]2[CH:12]([CH3:17])[C:13]([O:15][CH3:16])=[O:14]. The catalyst class is: 52. (2) Reactant: [N:1]1[CH:6]=[CH:5][CH:4]=[C:3]([C:7](=O)[CH2:8][C:9](=O)[CH3:10])[CH:2]=1.O.[NH2:14][NH2:15]. Product: [CH3:10][C:9]1[CH:8]=[C:7]([C:3]2[CH:2]=[N:1][CH:6]=[CH:5][CH:4]=2)[NH:14][N:15]=1. The catalyst class is: 5. (3) Reactant: [Br:1][C:2]1[CH:7]=[C:6]([N+:8]([O-:10])=[O:9])[CH:5]=[C:4]([NH2:11])[C:3]=1[NH2:12].[F:13][CH:14]([F:18])[C:15](O)=O. Product: [Br:1][C:2]1[C:3]2[N:12]=[C:15]([CH:14]([F:18])[F:13])[NH:11][C:4]=2[CH:5]=[C:6]([N+:8]([O-:10])=[O:9])[CH:7]=1. The catalyst class is: 260.